From a dataset of Peptide-MHC class I binding affinity with 185,985 pairs from IEDB/IMGT. Regression. Given a peptide amino acid sequence and an MHC pseudo amino acid sequence, predict their binding affinity value. This is MHC class I binding data. The binding affinity (normalized) is 0.851. The MHC is HLA-A02:12 with pseudo-sequence HLA-A02:12. The peptide sequence is YVDIIGLSV.